Task: Predict the reaction yield, written as a fraction of the theoretical maximum amount of product (1.0 means a 100% yield; for example, 0.34 means a 34% yield).. Dataset: Reaction yield outcomes from USPTO patents with 853,638 reactions (1) The reactants are [F:1][C:2]([F:14])([F:13])[O:3][C:4]1[CH:12]=[CH:11][C:7]([C:8](Cl)=[O:9])=[CH:6][CH:5]=1.[NH2:15][C:16]1[CH:17]=[C:18]([C:22]2[C:26]([Br:27])=[CH:25][N:24]([CH3:28])[N:23]=2)[CH:19]=[CH:20][CH:21]=1.C(N(CC)CC)C. The catalyst is C(Cl)Cl. The product is [Br:27][C:26]1[C:22]([C:18]2[CH:17]=[C:16]([NH:15][C:8]([C:7]3[CH:11]=[CH:12][C:4]([O:3][C:2]([F:14])([F:13])[F:1])=[CH:5][CH:6]=3)=[O:9])[CH:21]=[CH:20][CH:19]=2)=[N:23][N:24]([CH3:28])[CH:25]=1. The yield is 0.760. (2) The reactants are Cl[C:2]1[CH:10]=[CH:9][C:5]([C:6]([OH:8])=[O:7])=[CH:4][C:3]=1[N+:11]([O-])=O.C(O[C:17](=[S:19])[S-:18])C.[K+]. No catalyst specified. The product is [SH:19][C:17]1[S:18][C:2]2[CH:10]=[CH:9][C:5]([C:6]([OH:8])=[O:7])=[CH:4][C:3]=2[N:11]=1. The yield is 0.660. (3) The reactants are Br[C:2]1[CH:7]=[CH:6][C:5]([Cl:8])=[CH:4][C:3]=1[CH3:9].CC1(C)C(C)(C)OB([C:18]2[CH:28]=[CH:27][CH:26]=[CH:25][C:19]=2[C:20]([O:22][CH2:23][CH3:24])=[O:21])O1.C1(C)C=CC=CC=1.P([O-])([O-])([O-])=O.[K+].[K+].[K+]. The catalyst is O. The product is [Cl:8][C:5]1[CH:6]=[CH:7][C:2]([C:18]2[C:19]([C:20]([O:22][CH2:23][CH3:24])=[O:21])=[CH:25][CH:26]=[CH:27][CH:28]=2)=[C:3]([CH3:9])[CH:4]=1. The yield is 0.990. (4) The reactants are Br[CH2:2][CH2:3][CH2:4][OH:5].[Cl:6][C:7]1[CH:12]=[C:11]([O:13][CH2:14][CH:15]=[C:16]([Cl:18])[Cl:17])[CH:10]=[C:9]([Cl:19])[C:8]=1[OH:20].[OH-].[Na+].S(=O)(=O)(O)O. The catalyst is [Br-].C([N+](CCCC)(CCCC)CCCC)CCC.O.COC(C)(C)C. The product is [Cl:6][C:7]1[CH:12]=[C:11]([O:13][CH2:14][CH:15]=[C:16]([Cl:18])[Cl:17])[CH:10]=[C:9]([Cl:19])[C:8]=1[O:20][CH2:2][CH2:3][CH2:4][OH:5]. The yield is 0.900. (5) The reactants are P.[C:2]([O:6][C:7](=[O:18])[C:8]1[CH:13]=[CH:12][C:11](Br)=[CH:10][C:9]=1[N+:15]([O-:17])=[O:16])([CH3:5])([CH3:4])[CH3:3].[CH3:19][N:20]1[CH2:24][CH2:23][CH2:22][C@H:21]1[CH2:25][OH:26]. The catalyst is C1C=CC(/C=C/C(/C=C/C2C=CC=CC=2)=O)=CC=1.C1C=CC(/C=C/C(/C=C/C2C=CC=CC=2)=O)=CC=1.[Pd].C1(C)C=CC=CC=1. The product is [CH3:19][N:20]1[CH2:24][CH2:23][CH2:22][C@H:21]1[CH2:25][O:26][C:11]1[CH:12]=[CH:13][C:8]([C:7]([O:6][C:2]([CH3:5])([CH3:4])[CH3:3])=[O:18])=[C:9]([N+:15]([O-:17])=[O:16])[CH:10]=1. The yield is 0.410. (6) The reactants are Br[C:2]1[C:3]([O:14][C:15]2[CH:20]=[CH:19][C:18]([O:21][CH3:22])=[CH:17][CH:16]=2)=[N:4][C:5]([C:8]2[CH:9]=[N:10][CH:11]=[CH:12][CH:13]=2)=[N:6][CH:7]=1.[C:23]([O:27][C:28]([N:30]1[CH2:35][CH2:34][NH:33][CH2:32][CH2:31]1)=[O:29])([CH3:26])([CH3:25])[CH3:24].C([O-])([O-])=O.[Cs+].[Cs+]. The catalyst is C1(P([C-]2C=CC=C2)C2C=CC=CC=2)C=CC=CC=1.[CH-]1C=CC=C1.[Fe+2].C1C=CC(/C=C/C(/C=C/C2C=CC=CC=2)=O)=CC=1.C1C=CC(/C=C/C(/C=C/C2C=CC=CC=2)=O)=CC=1.C1C=CC(/C=C/C(/C=C/C2C=CC=CC=2)=O)=CC=1.[Pd].[Pd]. The product is [C:23]([O:27][C:28]([N:30]1[CH2:35][CH2:34][N:33]([C:2]2[C:3]([O:14][C:15]3[CH:20]=[CH:19][C:18]([O:21][CH3:22])=[CH:17][CH:16]=3)=[N:4][C:5]([C:8]3[CH:9]=[N:10][CH:11]=[CH:12][CH:13]=3)=[N:6][CH:7]=2)[CH2:32][CH2:31]1)=[O:29])([CH3:26])([CH3:24])[CH3:25]. The yield is 0.800. (7) The reactants are Br[C:2]1[N:3]([CH2:8][O:9][CH2:10][CH2:11][Si:12]([CH3:15])([CH3:14])[CH3:13])[CH:4]=[C:5]([Br:7])[N:6]=1.[Li]CCCC.CN([CH:24]=[O:25])C. The catalyst is C1COCC1. The product is [Br:7][C:5]1[N:6]=[C:2]([CH:24]=[O:25])[N:3]([CH2:8][O:9][CH2:10][CH2:11][Si:12]([CH3:15])([CH3:14])[CH3:13])[CH:4]=1. The yield is 0.160. (8) The reactants are [F:1][C:2]1[CH:7]=[CH:6][C:5]([OH:8])=[CH:4][CH:3]=1.[C:9](O)([CH3:12])([CH3:11])[CH3:10].S(=O)(=O)(O)O. The catalyst is C(Cl)Cl. The product is [C:9]([C:6]1[CH:7]=[C:2]([F:1])[CH:3]=[CH:4][C:5]=1[OH:8])([CH3:12])([CH3:11])[CH3:10]. The yield is 0.420.